Dataset: Full USPTO retrosynthesis dataset with 1.9M reactions from patents (1976-2016). Task: Predict the reactants needed to synthesize the given product. (1) Given the product [NH2:19][CH2:18][C:17]1[C:16]([CH2:30][CH3:31])=[C:15]([NH:14][C:13]2[C:12]3[C:7](=[CH:8][C:9]([O:35][CH2:36][CH3:37])=[C:10]([O:32][CH2:33][CH3:34])[CH:11]=3)[N:6]=[CH:5][C:4]=2[C:2]([NH2:1])=[O:3])[CH:29]=[CH:28][CH:27]=1, predict the reactants needed to synthesize it. The reactants are: [NH2:1][C:2]([C:4]1[CH:5]=[N:6][C:7]2[C:12]([C:13]=1[NH:14][C:15]1[C:16]([CH2:30][CH3:31])=[C:17]([CH:27]=[CH:28][CH:29]=1)[CH2:18][NH:19]C(=O)OC(C)(C)C)=[CH:11][C:10]([O:32][CH2:33][CH3:34])=[C:9]([O:35][CH2:36][CH3:37])[CH:8]=2)=[O:3].C(O)(C(F)(F)F)=O. (2) Given the product [F:18][C:13]1[CH:14]=[C:15]([F:17])[CH:16]=[C:2]2[C:3]=1[CH2:4][N:5]([CH:6]1[CH2:10][C:9](=[O:11])[NH:8][C:7]1=[O:12])[CH:19]=[N:1]2, predict the reactants needed to synthesize it. The reactants are: [NH2:1][C:2]1[CH:16]=[C:15]([F:17])[CH:14]=[C:13]([F:18])[C:3]=1[CH2:4][NH:5][CH:6]1[CH2:10][C:9](=[O:11])[NH:8][C:7]1=[O:12].[CH2:19](OC(OCC)OCC)C. (3) The reactants are: [NH2:1][C@@H:2]1[CH2:6][N:5]([C:7](=[O:28])[CH2:8][C:9]([C:22]2[CH:27]=[CH:26][CH:25]=[CH:24][CH:23]=2)([C:16]2[CH:21]=[CH:20][CH:19]=[CH:18][CH:17]=2)[C:10]2[CH:15]=[CH:14][CH:13]=[CH:12][CH:11]=2)[C@H:4]([C:29]([N:31]2[CH2:35][CH2:34][CH2:33][C@@H:32]2[C:36]([NH:38][CH2:39][C@H:40]2[CH2:45][CH2:44][CH2:43][N:42]([CH2:46][CH:47]3[CH2:52][CH2:51][CH2:50][CH2:49][CH2:48]3)[CH2:41]2)=[O:37])=[O:30])[CH2:3]1.[C:53](OC(=O)C)(=[O:55])[CH3:54]. Given the product [C:53]([NH:1][C@@H:2]1[CH2:6][N:5]([C:7](=[O:28])[CH2:8][C:9]([C:22]2[CH:27]=[CH:26][CH:25]=[CH:24][CH:23]=2)([C:10]2[CH:15]=[CH:14][CH:13]=[CH:12][CH:11]=2)[C:16]2[CH:21]=[CH:20][CH:19]=[CH:18][CH:17]=2)[C@H:4]([C:29]([N:31]2[CH2:35][CH2:34][CH2:33][C@@H:32]2[C:36]([NH:38][CH2:39][C@H:40]2[CH2:45][CH2:44][CH2:43][N:42]([CH2:46][CH:47]3[CH2:48][CH2:49][CH2:50][CH2:51][CH2:52]3)[CH2:41]2)=[O:37])=[O:30])[CH2:3]1)(=[O:55])[CH3:54], predict the reactants needed to synthesize it. (4) Given the product [F:20][C:21]([F:35])([F:34])[C:72]([OH:73])=[O:52].[CH3:1][C:2]1[C:11]2[C:6](=[CH:7][CH:8]=[CH:9][CH:10]=2)[N:5]=[C:4]([NH:12][C@@H:13]2[CH2:18][CH2:17][C@H:16]([NH:19][C:29](=[O:30])[CH2:28][O:27][C:26]3[CH:32]=[CH:33][C:23]([O:22][C:21]([F:34])([F:20])[F:35])=[CH:24][CH:25]=3)[CH2:15][CH2:14]2)[CH:3]=1, predict the reactants needed to synthesize it. The reactants are: [CH3:1][C:2]1[C:11]2[C:6](=[CH:7][CH:8]=[CH:9][CH:10]=2)[N:5]=[C:4]([NH:12][C@H:13]2[CH2:18][CH2:17][C@@H:16]([NH2:19])[CH2:15][CH2:14]2)[CH:3]=1.[F:20][C:21]([F:35])([F:34])[O:22][C:23]1[CH:33]=[CH:32][C:26]([O:27][CH2:28][C:29](O)=[O:30])=[CH:25][CH:24]=1.CCN(C(C)C)C(C)C.CN(C([O:52]N1N=NC2C=CC=NC1=2)=[N+](C)C)C.F[P-](F)(F)(F)(F)F.CN([CH:72]=[O:73])C. (5) Given the product [Cl:8][C:6]1[N:5]=[C:4]([O:9][CH3:10])[N:3]=[C:2]([NH:24][CH2:23][CH2:22][C:20]2[CH:19]=[CH:18][C:16]3[O:17][C:13]([F:25])([F:12])[O:14][C:15]=3[CH:21]=2)[CH:7]=1, predict the reactants needed to synthesize it. The reactants are: Cl[C:2]1[CH:7]=[C:6]([Cl:8])[N:5]=[C:4]([O:9][CH3:10])[N:3]=1.Cl.[F:12][C:13]1([F:25])[O:17][C:16]2[CH:18]=[CH:19][C:20]([CH2:22][CH2:23][NH2:24])=[CH:21][C:15]=2[O:14]1.C(=O)(O)[O-].[Na+]. (6) Given the product [C:15]([N:6]1[CH:7]([CH:23]2[CH2:24][CH2:25][CH2:26][CH2:27][C:22]2=[O:21])[C:8]2[C:13](=[CH:12][CH:11]=[CH:10][CH:9]=2)[C:14]2[CH:1]=[CH:2][CH:3]=[CH:4][C:5]1=2)(=[O:17])[CH3:16], predict the reactants needed to synthesize it. The reactants are: [CH:1]1[C:14]2[C:5](=[N:6][CH:7]=[C:8]3[C:13]=2[CH:12]=[CH:11][CH:10]=[CH:9]3)[CH:4]=[CH:3][CH:2]=1.[C:15](Cl)(=[O:17])[CH3:16].C[Si](C)(C)[O:21][CH:22]1[CH2:27][CH2:26][CH2:25][CH2:24][CH2:23]1. (7) Given the product [NH2:1][C:4]1[CH:5]=[N:6][CH:7]=[CH:8][C:9]=1[N:10]1[CH2:15][C@H:14]([C:16]([F:17])([F:19])[F:18])[CH2:13][C@H:12]([NH:20][C:21](=[O:27])[O:22][C:23]([CH3:25])([CH3:24])[CH3:26])[CH2:11]1, predict the reactants needed to synthesize it. The reactants are: [N+:1]([C:4]1[CH:5]=[N:6][CH:7]=[CH:8][C:9]=1[N:10]1[CH2:15][C@H:14]([C:16]([F:19])([F:18])[F:17])[CH2:13][C@H:12]([NH:20][C:21](=[O:27])[O:22][C:23]([CH3:26])([CH3:25])[CH3:24])[CH2:11]1)([O-])=O.CC(O)=O. (8) The reactants are: C1(P(C2C=CC=CC=2)C2C=CC=CC=2)C=CC=CC=1.II.[CH3:22][O:23][C:24](=[O:49])[CH:25]([C:27]1[C:28]([CH3:48])=[C:29]([S:37][C:38]2[CH:43]=[CH:42][C:41]([S:44]([CH3:47])(=[O:46])=[O:45])=[CH:40][CH:39]=2)[N:30]2[C:35]=1[CH:34]=[C:33]([Cl:36])[CH:32]=[CH:31]2)O. Given the product [CH3:22][O:23][C:24](=[O:49])[CH2:25][C:27]1[C:28]([CH3:48])=[C:29]([S:37][C:38]2[CH:43]=[CH:42][C:41]([S:44]([CH3:47])(=[O:46])=[O:45])=[CH:40][CH:39]=2)[N:30]2[C:35]=1[CH:34]=[C:33]([Cl:36])[CH:32]=[CH:31]2, predict the reactants needed to synthesize it. (9) Given the product [OH:1][C:2]1([C:9]2[CH:17]=[C:16]3[C:12]([CH:13]=[CH:14][NH:15]3)=[CH:11][CH:10]=2)[CH2:7][CH:6]2[N:5]([CH2:8][CH2:19][CH2:20]2)[CH2:4][CH2:3]1, predict the reactants needed to synthesize it. The reactants are: [OH:1][C:2]1([C:9]2[CH:17]=[C:16]3[C:12]([CH:13]=[CH:14][NH:15]3)=[CH:11][CH:10]=2)[CH2:7][CH2:6][N:5]([CH3:8])[CH2:4][CH2:3]1.Br[C:19]1C=C2C(C=CN2)=C[CH:20]=1.[Li]C(C)(C)C.CN1CCC(=O)CC1. (10) Given the product [CH2:7]([N:8]([CH:12]1[CH2:19][CH2:18]1)[C:9]([Cl:11])=[O:10])[C:1]1[CH:6]=[CH:5][CH:4]=[CH:3][CH:2]=1, predict the reactants needed to synthesize it. The reactants are: [CH:1]1([CH2:7][N:8]([CH3:12])[C:9]([Cl:11])=[O:10])[CH2:6][CH2:5][CH2:4][CH2:3][CH2:2]1.C(Cl)Cl.CO.[CH3:18][C:19]#N.O.CC#N.